From a dataset of Peptide-MHC class I binding affinity with 185,985 pairs from IEDB/IMGT. Regression. Given a peptide amino acid sequence and an MHC pseudo amino acid sequence, predict their binding affinity value. This is MHC class I binding data. The peptide sequence is NLEGSGVST. The MHC is HLA-A02:01 with pseudo-sequence HLA-A02:01. The binding affinity (normalized) is 0.